Dataset: Forward reaction prediction with 1.9M reactions from USPTO patents (1976-2016). Task: Predict the product of the given reaction. (1) Given the reactants Br[C:2]1[CH:7]=[CH:6][C:5]([C@@H:8]([NH:13][C@H:14]2[CH2:19][CH2:18][CH2:17][C@@H:16]([NH:20][C:21]3[N:26]=[C:25]([C:27]4[C:35]5[C:30](=[CH:31][CH:32]=[CH:33][CH:34]=5)[N:29]([S:36]([C:39]5[CH:44]=[CH:43][CH:42]=[CH:41][CH:40]=5)(=[O:38])=[O:37])[CH:28]=4)[C:24]([Cl:45])=[CH:23][N:22]=3)[CH2:15]2)[C:9]([F:12])([F:11])[F:10])=[CH:4][CH:3]=1.C([NH:50][C:51](=[O:53])[O-:52])(C)(C)C.[CH3:54][CH:55]([C:57]1C=[C:54]([CH:55]([CH3:57])[CH3:56])C(C2C=CC=CC=2P(C2CCCCC2)C2CCCCC2)=[C:54]([CH:55]([CH3:57])[CH3:56])C=1)[CH3:56].C([O-])([O-])=O.[Cs+].[Cs+], predict the reaction product. The product is: [Cl:45][C:24]1[C:25]([C:27]2[C:35]3[C:30](=[CH:31][CH:32]=[CH:33][CH:34]=3)[N:29]([S:36]([C:39]3[CH:44]=[CH:43][CH:42]=[CH:41][CH:40]=3)(=[O:38])=[O:37])[CH:28]=2)=[N:26][C:21]([NH:20][C@@H:16]2[CH2:17][CH2:18][CH2:19][C@H:14]([NH:13][C@H:8]([C:5]3[CH:6]=[CH:7][C:2]([NH:50][C:51](=[O:53])[O:52][C:55]([CH3:57])([CH3:56])[CH3:54])=[CH:3][CH:4]=3)[C:9]([F:12])([F:11])[F:10])[CH2:15]2)=[N:22][CH:23]=1. (2) Given the reactants Cl[CH2:2][C:3]1[N:8]=[C:7]([C:9]([NH:11][C:12]2[CH:17]=[CH:16][C:15]([N:18]3[CH2:23][CH2:22][CH2:21][CH2:20][CH2:19]3)=[CH:14][C:13]=2[C:24]2[CH:29]=[C:28]([C:30](=[O:43])[NH:31][CH2:32][C:33]3[CH:38]=[CH:37][CH:36]=[C:35]([C:39]([F:42])([F:41])[F:40])[CH:34]=3)[CH:27]=[CH:26][N:25]=2)=[O:10])[CH:6]=[CH:5][CH:4]=1.[N:44]1([C:50](=[O:52])[CH3:51])[CH2:49][CH2:48][NH:47][CH2:46][CH2:45]1.C(=O)([O-])[O-].[K+].[K+].[I-].[K+], predict the reaction product. The product is: [C:50]([N:44]1[CH2:49][CH2:48][N:47]([CH2:2][C:3]2[N:8]=[C:7]([C:9]([NH:11][C:12]3[CH:17]=[CH:16][C:15]([N:18]4[CH2:23][CH2:22][CH2:21][CH2:20][CH2:19]4)=[CH:14][C:13]=3[C:24]3[CH:29]=[C:28]([C:30](=[O:43])[NH:31][CH2:32][C:33]4[CH:38]=[CH:37][CH:36]=[C:35]([C:39]([F:42])([F:41])[F:40])[CH:34]=4)[CH:27]=[CH:26][N:25]=3)=[O:10])[CH:6]=[CH:5][CH:4]=2)[CH2:46][CH2:45]1)(=[O:52])[CH3:51]. (3) Given the reactants [Cl:1][C:2]1[CH:7]=[C:6]2[NH:8][C:9](=[O:40])[C:10]3([CH:15]([C:16]4[CH:21]=[C:20]([F:22])[CH:19]=[CH:18][C:17]=4[CH3:23])[CH2:14][C:13](=[O:24])[N:12]([CH2:25][C:26]([O:28]C(C)(C)C)=[O:27])[CH:11]3[C:33]3[CH:38]=[CH:37][CH:36]=[C:35]([Cl:39])[CH:34]=3)[C:5]2=[CH:4][CH:3]=1.COC([Si](C)(C)C)C.FC(F)(F)C(O)=O.CCN(C(C)C)C(C)C, predict the reaction product. The product is: [Cl:1][C:2]1[CH:7]=[C:6]2[NH:8][C:9](=[O:40])[C:10]3([CH:15]([C:16]4[CH:21]=[C:20]([F:22])[CH:19]=[CH:18][C:17]=4[CH3:23])[CH2:14][C:13](=[O:24])[N:12]([CH2:25][C:26]([OH:28])=[O:27])[CH:11]3[C:33]3[CH:38]=[CH:37][CH:36]=[C:35]([Cl:39])[CH:34]=3)[C:5]2=[CH:4][CH:3]=1. (4) Given the reactants Cl[C@@H:2]([CH:14]([CH3:16])[CH3:15])[CH2:3][N-:4][C:5]1[CH:10]=[C:9]([CH3:11])[CH:8]=[C:7]([Cl:12])[C:6]=1[OH:13].C(=O)([O-])[O-:18].[K+].[K+].O.Cl, predict the reaction product. The product is: [Cl:12][C:7]1[C:6]2[O:13][C@H:2]([CH:14]([CH3:16])[CH3:15])[C:3](=[O:18])[NH:4][C:5]=2[CH:10]=[C:9]([CH3:11])[CH:8]=1.